This data is from Full USPTO retrosynthesis dataset with 1.9M reactions from patents (1976-2016). The task is: Predict the reactants needed to synthesize the given product. (1) The reactants are: C=O.[CH3:3][C:4]1[S:13][C:12]2[NH:11][C:10]3[CH:14]=[CH:15][CH:16]=[CH:17][C:9]=3[N:8]=[C:7]([N:18]3[CH2:23][CH2:22][NH:21][C@@H:20]([CH2:24][OH:25])[CH2:19]3)[C:6]=2[CH:5]=1.Cl[CH:27](Cl)C.C(O[BH-](OC(=O)C)OC(=O)C)(=O)C.[Na+]. Given the product [CH3:27][N:21]1[CH2:22][CH2:23][N:18]([C:7]2[C:6]3[CH:5]=[C:4]([CH3:3])[S:13][C:12]=3[NH:11][C:10]3[CH:14]=[CH:15][CH:16]=[CH:17][C:9]=3[N:8]=2)[CH2:19][C@@H:20]1[CH2:24][OH:25], predict the reactants needed to synthesize it. (2) Given the product [N:11]1[CH:12]=[CH:13][CH:14]=[CH:15][C:10]=1[CH2:8][C:7]1[C:2]([NH2:1])=[N:3][CH:4]=[CH:5][CH:6]=1, predict the reactants needed to synthesize it. The reactants are: [NH2:1][C:2]1[C:7]([C:8]([C:10]2[CH:15]=[CH:14][CH:13]=[CH:12][N:11]=2)=O)=[CH:6][CH:5]=[CH:4][N:3]=1.O.NN.[OH-].[K+]. (3) The reactants are: [I:1][C:2]1[CH:7]=[CH:6][CH:5]=[CH:4][C:3]=1[OH:8].C([O-])([O-])=O.[K+].[K+].Br[CH2:16][C:17]([O:19][CH2:20][CH3:21])=[O:18]. Given the product [I:1][C:2]1[CH:7]=[CH:6][CH:5]=[CH:4][C:3]=1[O:8][CH2:16][C:17]([O:19][CH2:20][CH3:21])=[O:18], predict the reactants needed to synthesize it. (4) Given the product [C:1]([O:5][C:6]([N:8]1[CH:9]2[CH2:16][CH2:15][CH2:14][CH:13]1[CH2:12][N:11]([C:22]([C:21]1[CH:20]=[N:19][C:18]([NH2:17])=[CH:26][CH:25]=1)=[O:23])[CH2:10]2)=[O:7])([CH3:4])([CH3:2])[CH3:3], predict the reactants needed to synthesize it. The reactants are: [C:1]([O:5][C:6]([N:8]1[CH:13]2[CH2:14][CH2:15][CH2:16][CH:9]1[CH2:10][NH:11][CH2:12]2)=[O:7])([CH3:4])([CH3:3])[CH3:2].[NH2:17][C:18]1[CH:26]=[CH:25][C:21]([C:22](O)=[O:23])=[CH:20][N:19]=1.